Predict the product of the given reaction. From a dataset of Forward reaction prediction with 1.9M reactions from USPTO patents (1976-2016). (1) Given the reactants [P:1]([O-:19])([O:11][CH2:12][C:13]1[CH:18]=[CH:17][CH:16]=[CH:15][CH:14]=1)([O:3][CH2:4][C:5]1[CH:10]=[CH:9][CH:8]=[CH:7][CH:6]=1)=[O:2].[OH-].[Na+].[N+]([O-])([O-])=O.[Ag+:26], predict the reaction product. The product is: [P:1]([O-:19])([O:3][CH2:4][C:5]1[CH:10]=[CH:9][CH:8]=[CH:7][CH:6]=1)([O:11][CH2:12][C:13]1[CH:18]=[CH:17][CH:16]=[CH:15][CH:14]=1)=[O:2].[Ag+:26]. (2) The product is: [Br:3][C:4]1[CH:5]=[C:6]([CH:7]=[C:8]([Br:21])[C:9]=1[O:10][C:11]1[CH:16]=[CH:15][C:14]([OH:17])=[C:13]([CH:18]([CH3:20])[CH3:19])[CH:12]=1)[O:22][CH2:34][P:35](=[O:40])([O:38][CH3:39])[O:36][CH3:37]. Given the reactants [H-].[Na+].[Br:3][C:4]1[CH:5]=[C:6]([OH:22])[CH:7]=[C:8]([Br:21])[C:9]=1[O:10][C:11]1[CH:16]=[CH:15][C:14]([OH:17])=[C:13]([CH:18]([CH3:20])[CH3:19])[CH:12]=1.ClC1C=CC(S(O[CH2:34][P:35](=[O:40])([O:38][CH3:39])[O:36][CH3:37])(=O)=O)=CC=1, predict the reaction product. (3) Given the reactants [OH-].[Na+].[F:3][C:4]1[CH:9]=[CH:8][C:7]([C:10]2[N:11]=[C:12]([C:15]3[N:25]=[CH:24][CH:23]=[CH:22][C:16]=3[C:17]([O:19]CC)=[O:18])[S:13][CH:14]=2)=[CH:6][CH:5]=1, predict the reaction product. The product is: [F:3][C:4]1[CH:9]=[CH:8][C:7]([C:10]2[N:11]=[C:12]([C:15]3[N:25]=[CH:24][CH:23]=[CH:22][C:16]=3[C:17]([OH:19])=[O:18])[S:13][CH:14]=2)=[CH:6][CH:5]=1.